Dataset: Peptide-MHC class I binding affinity with 185,985 pairs from IEDB/IMGT. Task: Regression. Given a peptide amino acid sequence and an MHC pseudo amino acid sequence, predict their binding affinity value. This is MHC class I binding data. (1) The MHC is HLA-B15:17 with pseudo-sequence HLA-B15:17. The peptide sequence is KSLGIDQIW. The binding affinity (normalized) is 0.936. (2) The peptide sequence is YHSNVKEL. The MHC is HLA-A02:03 with pseudo-sequence HLA-A02:03. The binding affinity (normalized) is 0. (3) The peptide sequence is IITKVFSFW. The MHC is Mamu-B17 with pseudo-sequence Mamu-B17. The binding affinity (normalized) is 0.744. (4) The peptide sequence is DTTTDISKY. The MHC is HLA-A02:06 with pseudo-sequence HLA-A02:06. The binding affinity (normalized) is 0.0847. (5) The peptide sequence is REVLSDREL. The MHC is HLA-B45:01 with pseudo-sequence HLA-B45:01. The binding affinity (normalized) is 0.331. (6) The peptide sequence is IFMLQKCDL. The MHC is HLA-B35:01 with pseudo-sequence HLA-B35:01. The binding affinity (normalized) is 0.0847.